Dataset: Kir2.1 potassium channel HTS with 301,493 compounds. Task: Binary Classification. Given a drug SMILES string, predict its activity (active/inactive) in a high-throughput screening assay against a specified biological target. (1) The molecule is S(=O)(=O)(C1CCCCC1=O)c1ccccc1. The result is 0 (inactive). (2) The molecule is S(=O)(=O)(CCC(=O)Nc1ccc(c2sc3c(n2)cccc3)cc1)c1ccccc1. The result is 0 (inactive). (3) The molecule is S(c1nc2[nH][nH]cc2c(=O)n1)CC(=O)Nc1ccc(NC(=O)C)cc1. The result is 0 (inactive). (4) The drug is O1C(=O)C(=C(\NNc2c(CC)cccc2)C)/C(=O)C=C1C. The result is 0 (inactive). (5) The compound is O=c1cc(n(nc1)c1ccccc1)c1ccccc1. The result is 0 (inactive). (6) The drug is Clc1c(Sc2ncnc3onc(c23)C)c(Cl)ccc1. The result is 0 (inactive). (7) The compound is Fc1ccc(c2c3n(nc2C)c(c(CCC(=O)Nc2ccccc2)c(n3)C)C)cc1. The result is 0 (inactive).